This data is from Forward reaction prediction with 1.9M reactions from USPTO patents (1976-2016). The task is: Predict the product of the given reaction. (1) Given the reactants C(OC([N:8]1[CH2:11][CH:10]([NH:12][C:13]2[CH:22]=[C:21]3[C:16]([C:17](=[O:44])[N:18]([C:23]4[CH:24]=[C:25]([NH:30][C:31](=[O:43])[C:32]5[CH:37]=[CH:36][CH:35]=[C:34]([C:38]([C:41]#[N:42])([CH3:40])[CH3:39])[CH:33]=5)[CH:26]=[CH:27][C:28]=4[CH3:29])[CH:19]=[N:20]3)=[CH:15][CH:14]=2)[CH2:9]1)=O)(C)(C)C.Cl, predict the reaction product. The product is: [NH:8]1[CH2:9][CH:10]([NH:12][C:13]2[CH:22]=[C:21]3[C:16]([C:17](=[O:44])[N:18]([C:23]4[CH:24]=[C:25]([NH:30][C:31](=[O:43])[C:32]5[CH:37]=[CH:36][CH:35]=[C:34]([C:38]([C:41]#[N:42])([CH3:40])[CH3:39])[CH:33]=5)[CH:26]=[CH:27][C:28]=4[CH3:29])[CH:19]=[N:20]3)=[CH:15][CH:14]=2)[CH2:11]1. (2) Given the reactants [Cl:1][C:2]1[CH:7]=[CH:6][C:5]([CH:8]([C:20]2[CH:25]=[CH:24][C:23]([Cl:26])=[CH:22][CH:21]=2)[C:9]2[CH:10]=[C:11]3[C:16](=[CH:17][CH:18]=2)[N:15]=[N:14][CH:13]=[C:12]3Cl)=[CH:4][CH:3]=1.Cl.[NH2:28][CH2:29][CH2:30][C:31]1[CH:32]=[C:33]([CH:38]=[CH:39][CH:40]=1)[C:34]([O:36][CH3:37])=[O:35].CC1(C)C2C(=C(P(C3C=CC=CC=3)C3C=CC=CC=3)C=CC=2)OC2C(P(C3C=CC=CC=3)C3C=CC=CC=3)=CC=CC1=2, predict the reaction product. The product is: [Cl:1][C:2]1[CH:7]=[CH:6][C:5]([CH:8]([C:20]2[CH:25]=[CH:24][C:23]([Cl:26])=[CH:22][CH:21]=2)[C:9]2[CH:10]=[C:11]3[C:16](=[CH:17][CH:18]=2)[N:15]=[N:14][CH:13]=[C:12]3[NH:28][CH2:29][CH2:30][C:31]2[CH:32]=[C:33]([CH:38]=[CH:39][CH:40]=2)[C:34]([O:36][CH3:37])=[O:35])=[CH:4][CH:3]=1. (3) Given the reactants [C:1](/[N:3]=[C:4](/OCC)\[CH2:5][CH3:6])#[N:2].[CH2:10]([NH2:17])[C:11]1[CH:16]=[CH:15][CH:14]=[CH:13][CH:12]=1, predict the reaction product. The product is: [CH2:10]([NH:17]/[C:4](=[N:3]/[C:1]#[N:2])/[CH2:5][CH3:6])[C:11]1[CH:16]=[CH:15][CH:14]=[CH:13][CH:12]=1. (4) Given the reactants Cl[C:2]1[N:7]=[C:6]([CH2:8][O:9][C:10]2[CH:11]=[C:12]([C@H:16]([CH:23]3[CH2:25][CH2:24]3)[CH2:17][C:18]([O:20][CH2:21][CH3:22])=[O:19])[CH:13]=[CH:14][CH:15]=2)[CH:5]=[N:4][C:3]=1[C:26]1[CH:31]=[C:30]([O:32][CH3:33])[CH:29]=[CH:28][C:27]=1[F:34].[NH:35]1[CH2:40][CH2:39][CH2:38][CH2:37][CH2:36]1.[NH4+].[Cl-], predict the reaction product. The product is: [CH:23]1([C@@H:16]([C:12]2[CH:13]=[CH:14][CH:15]=[C:10]([O:9][CH2:8][C:6]3[CH:5]=[N:4][C:3]([C:26]4[CH:31]=[C:30]([O:32][CH3:33])[CH:29]=[CH:28][C:27]=4[F:34])=[C:2]([N:35]4[CH2:40][CH2:39][CH2:38][CH2:37][CH2:36]4)[N:7]=3)[CH:11]=2)[CH2:17][C:18]([O:20][CH2:21][CH3:22])=[O:19])[CH2:25][CH2:24]1. (5) Given the reactants [NH2:1][C:2]1[CH:7]=[C:6]([O:8][C:9]2[CH:14]=[CH:13][C:12]([NH:15][C:16](=[O:22])[O:17][C:18]([CH3:21])([CH3:20])[CH3:19])=[CH:11][C:10]=2[F:23])[CH:5]=[CH:4][N:3]=1.[C:24](Cl)(=[O:26])[CH3:25], predict the reaction product. The product is: [C:24]([NH:1][C:2]1[CH:7]=[C:6]([O:8][C:9]2[CH:14]=[CH:13][C:12]([NH:15][C:16](=[O:22])[O:17][C:18]([CH3:19])([CH3:20])[CH3:21])=[CH:11][C:10]=2[F:23])[CH:5]=[CH:4][N:3]=1)(=[O:26])[CH3:25]. (6) The product is: [C:5]12([C:3](=[O:4])[CH2:2][S:15][C:16]3[S:17][CH:18]=[CH:19][CH:20]=3)[CH2:14][CH:9]3[CH2:10][CH:11]([CH2:13][CH:7]([CH2:8]3)[CH2:6]1)[CH2:12]2. Given the reactants Br[CH2:2][C:3]([C:5]12[CH2:14][CH:9]3[CH2:10][CH:11]([CH2:13][CH:7]([CH2:8]3)[CH2:6]1)[CH2:12]2)=[O:4].[SH:15][C:16]1[S:17][CH:18]=[CH:19][CH:20]=1.C(N(CC)CC)C, predict the reaction product.